Dataset: Full USPTO retrosynthesis dataset with 1.9M reactions from patents (1976-2016). Task: Predict the reactants needed to synthesize the given product. (1) Given the product [Br:23][C:24]1[CH:39]=[CH:38][C:27]([O:28][C:29]2[N:36]=[C:35]([NH:8][CH2:48][CH2:49][OH:52])[CH:34]=[CH:33][C:30]=2[C:31]#[N:32])=[CH:26][C:25]=1[CH:40]1[O:44][CH2:43][CH2:42][O:41]1, predict the reactants needed to synthesize it. The reactants are: BrC1C=CC(OC2C=CC(C#N)=C(Cl)[N:8]=2)=CC=1C1OCCO1.[Br:23][C:24]1[CH:39]=[CH:38][C:27]([O:28][C:29]2[N:36]=[C:35](Cl)[CH:34]=[CH:33][C:30]=2[C:31]#[N:32])=[CH:26][C:25]=1[CH:40]1[O:44][CH2:43][CH2:42][O:41]1.BrC1C=C[C:49]([OH:52])=[CH:48]C=1C1OCCO1. (2) Given the product [Cl:1][C:2]1[N:3]=[CH:4][C:5]([C:8]([NH:10][C:11]2[S:12][C:13]([CH2:39][N:34]3[CH2:35][CH2:36][CH2:37][C@H:33]3[CH2:31][CH3:32])=[C:14]([C:16]3[CH:21]=[CH:20][C:19]([O:22][CH3:23])=[C:18]([C:24]([F:27])([F:25])[F:26])[CH:17]=3)[N:15]=2)=[O:9])=[N:6][CH:7]=1, predict the reactants needed to synthesize it. The reactants are: [Cl:1][C:2]1[N:3]=[CH:4][C:5]([C:8]([NH:10][C:11]2[S:12][CH:13]=[C:14]([C:16]3[CH:21]=[CH:20][C:19]([O:22][CH3:23])=[C:18]([C:24]([F:27])([F:26])[F:25])[CH:17]=3)[N:15]=2)=[O:9])=[N:6][CH:7]=1.C=O.Cl.[CH2:31]([C@@H:33]1[CH2:37][CH2:36][CH2:35][NH:34]1)[CH3:32].Cl[CH:39](Cl)C. (3) Given the product [CH3:1][O:2][C:3]([NH:4][C@H:5]([C:10]([OH:34])=[O:11])[C:6]([CH3:9])([CH3:8])[CH3:7])=[O:27], predict the reactants needed to synthesize it. The reactants are: [CH3:1][O:2][C:3](=[O:27])[NH:4][CH:5]([C:10](NNCC1C=CC(C2C=CC=CN=2)=CC=1)=[O:11])[C:6]([CH3:9])([CH3:8])[CH3:7].CC([C@H](NC(OC)=O)C(N[C@H]([C@@H](O)CN(NC([C@@H](NC(OC)=O)C(C)(C)C)=O)CC1C=CC(C2C=CC=CN=2)=CC=1)CC1C=CC=CC=1)=[O:34])(C)C.N[C@H](C(O)=O)C(C)(C)C.ClC(OC)=O. (4) The reactants are: [CH2:1]([O:8][C:9]1[N:14]=[CH:13][C:12]([N:15]([CH3:29])[C:16]2[CH:21]=[CH:20][N:19]=[C:18]([NH:22][CH:23]3[CH2:28][CH2:27][NH:26][CH2:25][CH2:24]3)[N:17]=2)=[CH:11][C:10]=1[C:30]1[CH:35]=[CH:34][CH:33]=[CH:32][CH:31]=1)[C:2]1[CH:7]=[CH:6][CH:5]=[CH:4][CH:3]=1.[CH3:36][C:37](O)=[O:38].N=C=N. Given the product [CH2:1]([O:8][C:9]1[N:14]=[CH:13][C:12]([N:15]([CH3:29])[C:16]2[CH:21]=[CH:20][N:19]=[C:18]([NH:22][CH:23]3[CH2:28][CH2:27][N:26]([C:37](=[O:38])[CH3:36])[CH2:25][CH2:24]3)[N:17]=2)=[CH:11][C:10]=1[C:30]1[CH:35]=[CH:34][CH:33]=[CH:32][CH:31]=1)[C:2]1[CH:3]=[CH:4][CH:5]=[CH:6][CH:7]=1, predict the reactants needed to synthesize it. (5) Given the product [C:3]([O:7][C:8]([NH:10][C@@H:11]([CH2:16][C:17]1[CH:18]=[N:19][C:20]([C:23]([F:26])([F:24])[F:25])=[CH:21][CH:22]=1)[C:12]([OH:14])=[O:13])=[O:9])([CH3:6])([CH3:4])[CH3:5], predict the reactants needed to synthesize it. The reactants are: [Li+].[OH-].[C:3]([O:7][C:8]([NH:10][C@@H:11]([CH2:16][C:17]1[CH:18]=[N:19][C:20]([C:23]([F:26])([F:25])[F:24])=[CH:21][CH:22]=1)[C:12]([O:14]C)=[O:13])=[O:9])([CH3:6])([CH3:5])[CH3:4].